This data is from Retrosynthesis with 50K atom-mapped reactions and 10 reaction types from USPTO. The task is: Predict the reactants needed to synthesize the given product. (1) Given the product O=C1NC(=O)C(c2ccc(Cl)cc2)=C1Nc1ccc(C(=O)c2ccccc2)cc1, predict the reactants needed to synthesize it. The reactants are: Nc1ccc(C(=O)c2ccccc2)cc1.O=C1NC(=O)C(c2ccc(Cl)cc2)=C1Cl. (2) Given the product CC(C)(C)OC(=O)NC(NC(=O)OC(C)(C)C)C1CNC1, predict the reactants needed to synthesize it. The reactants are: CC(C)(C)OC(=O)NC(NC(=O)OC(C)(C)C)C1CN(C(c2ccccc2)c2ccccc2)C1. (3) Given the product C[C@@H]1CN(C(=O)OC(C)(C)C)CCN1CC=O, predict the reactants needed to synthesize it. The reactants are: C[C@@H]1CN(C(=O)OC(C)(C)C)CCN1CCO. (4) Given the product OCCCCCCCCCOCc1ccccc1, predict the reactants needed to synthesize it. The reactants are: BrCc1ccccc1.OCCCCCCCCCO. (5) Given the product OCc1ccc(CN2CCOCC2)c(Cl)c1, predict the reactants needed to synthesize it. The reactants are: COC(=O)c1ccc(CN2CCOCC2)c(Cl)c1. (6) The reactants are: CN1c2cc(Cl)nc(=O)n2CC1(C)C.OCc1ccc(Oc2ccc(C(F)(F)F)nc2)c(F)c1. Given the product CN1c2cc(OCc3ccc(Oc4ccc(C(F)(F)F)nc4)c(F)c3)nc(=O)n2CC1(C)C, predict the reactants needed to synthesize it.